From a dataset of Peptide-MHC class I binding affinity with 185,985 pairs from IEDB/IMGT. Regression. Given a peptide amino acid sequence and an MHC pseudo amino acid sequence, predict their binding affinity value. This is MHC class I binding data. (1) The peptide sequence is LPCRIKQII. The MHC is HLA-B53:01 with pseudo-sequence HLA-B53:01. The binding affinity (normalized) is 0.124. (2) The peptide sequence is VLPHLCLDYK. The MHC is H-2-Db with pseudo-sequence H-2-Db. The binding affinity (normalized) is 0. (3) The MHC is HLA-B57:01 with pseudo-sequence HLA-B57:01. The peptide sequence is AVSKNRRQL. The binding affinity (normalized) is 0.0847. (4) The peptide sequence is SGFGGETPV. The MHC is HLA-A02:12 with pseudo-sequence HLA-A02:12. The binding affinity (normalized) is 0.264. (5) The peptide sequence is REAVESCPL. The MHC is HLA-B45:01 with pseudo-sequence HLA-B45:01. The binding affinity (normalized) is 0. (6) The peptide sequence is HAPWTQMAM. The MHC is HLA-B46:01 with pseudo-sequence HLA-B46:01. The binding affinity (normalized) is 0.0847.